This data is from Full USPTO retrosynthesis dataset with 1.9M reactions from patents (1976-2016). The task is: Predict the reactants needed to synthesize the given product. (1) Given the product [C:17]([CH2:16][NH:15][C:13](=[O:14])[C@H:8]([CH2:9][CH:10]([CH3:12])[CH3:11])[NH:7][C:6]1[S:5][N:4]=[CH:3][C:2]=1[C:33]1[CH:34]=[CH:35][CH:36]=[CH:37][C:32]=1[N:29]1[CH2:28][CH2:27][N:26]([C:24]([O:23][C:19]([CH3:22])([CH3:21])[CH3:20])=[O:25])[CH2:31][CH2:30]1)#[N:18], predict the reactants needed to synthesize it. The reactants are: Br[C:2]1[CH:3]=[N:4][S:5][C:6]=1[NH:7][C@H:8]([C:13]([NH:15][CH2:16][C:17]#[N:18])=[O:14])[CH2:9][CH:10]([CH3:12])[CH3:11].[C:19]([O:23][C:24]([N:26]1[CH2:31][CH2:30][N:29]([C:32]2[CH:37]=[CH:36][C:35](B(O)O)=[CH:34][CH:33]=2)[CH2:28][CH2:27]1)=[O:25])([CH3:22])([CH3:21])[CH3:20].C([O-])([O-])=O.[Na+].[Na+]. (2) Given the product [CH3:1][O:2][C:3]1[CH:8]=[CH:7][CH:6]=[CH:5][C:4]=1[CH2:9][CH2:10][CH2:11][CH2:12][C:13]([O:15][CH2:16][CH3:17])=[O:14], predict the reactants needed to synthesize it. The reactants are: [CH3:1][O:2][C:3]1[CH:8]=[CH:7][CH:6]=[CH:5][C:4]=1/[CH:9]=[CH:10]/[CH2:11][CH2:12][C:13]([O:15][CH2:16][CH3:17])=[O:14].[H][H]. (3) The reactants are: [NH2:1][C:2]1[CH:14]=[C:13]([C:15]2[CH:20]=[CH:19][CH:18]=[CH:17][CH:16]=2)[CH:12]=[CH:11][C:3]=1[C:4]([O:6][C:7]([CH3:10])([CH3:9])[CH3:8])=[O:5].C(=O)([O-])[O-].[Cs+].[Cs+].Br[C:28]1[CH:36]=[CH:35][CH:34]=[CH:33][C:29]=1[N:30]([CH3:32])[CH3:31].C1(P(C2CCCCC2)C2C=CC=CC=2C2C(C(C)C)=CC(C(C)C)=CC=2C(C)C)CCCCC1.C(O)(=O)CC(CC(O)=O)(C(O)=O)O. Given the product [CH3:31][N:30]([CH3:32])[C:29]1[CH:33]=[CH:34][CH:35]=[CH:36][C:28]=1[NH:1][C:2]1[CH:14]=[C:13]([C:15]2[CH:16]=[CH:17][CH:18]=[CH:19][CH:20]=2)[CH:12]=[CH:11][C:3]=1[C:4]([O:6][C:7]([CH3:10])([CH3:9])[CH3:8])=[O:5], predict the reactants needed to synthesize it. (4) Given the product [Cl:20][C:21]1[C:26]([Cl:27])=[CH:25][CH:24]=[CH:23][C:22]=1[CH:28]1[CH2:33][CH2:32][N:31]([CH2:2][CH2:3][CH2:4][CH2:5][O:6][C:7]2[CH:8]=[CH:9][C:10]3[NH:42][C:13](=[O:17])[NH:14][C:15]=3[CH:16]=2)[CH2:30][CH2:29]1, predict the reactants needed to synthesize it. The reactants are: Br[CH2:2][CH2:3][CH2:4][CH2:5][O:6][C:7]1[CH:16]=[C:15]2[C:10](C=C[C:13](=[O:17])[NH:14]2)=[CH:9][CH:8]=1.[Na+].[I-].[Cl:20][C:21]1[C:26]([Cl:27])=[CH:25][CH:24]=[CH:23][C:22]=1[CH:28]1[CH2:33][CH2:32][NH:31][CH2:30][CH2:29]1.C([O-])([O-])=O.[K+].[K+].CC#[N:42].